From a dataset of Drug-target binding data from BindingDB using Ki measurements. Regression. Given a target protein amino acid sequence and a drug SMILES string, predict the binding affinity score between them. We predict pKi (pKi = -log10(Ki in M); higher means stronger inhibition). Dataset: bindingdb_ki. The compound is O=S(=O)(O)C1NC[C@H](O)[C@H]1O. The target protein (P08019) has sequence MARQKMFYNKLLGMLSVGFGFAWALENITIYEFDFGKGILDQSYGGVFSNNGPSQVQLRDAVLMNGTVVYDSNGAWDSSALEEWLQGQKKVSIEKIFENIGPSAVYPSISPGVVIASPSQTHPDYFYQWIRDSALTINSIVSHSAGPAIETLLQYLNVSFHLQRSNNTLGAGIGYTNDTVALGDPKWNVDNTAFTEDWGRPQNDGPALRSIAILKIIDYIKQSGTDLGAKYPFQSTADIFDDIVRWDLRFIIDHWNSSGFDLWEEVNGMHFFTLLVQLSAVDKSLSYFNASERSSPFVEELRQTRRDISKFLVDPANGFINGKYNYIVGTPMIADTLRSGLDISTLLAANTVHDAPSASHLPFDINDPAVLNTLHHLMLHMRSIYPINDSSKNATGIALGRYPEDVYDGYGFGEGNPWVLATCTASTTLYQLIYRHISEQHDLVVPMNNDCSNAFWSELVFSNLTTLGNDEGYLILEFNTPAFNQTIQKIFQLADSFLVK.... The pKi is 3.1.